Dataset: Reaction yield outcomes from USPTO patents with 853,638 reactions. Task: Predict the reaction yield, written as a fraction of the theoretical maximum amount of product (1.0 means a 100% yield; for example, 0.34 means a 34% yield). (1) The reactants are [H-].[Na+].Br[CH2:4][CH:5]1[CH2:7][CH2:6]1.[S:8]1[CH2:13][CH2:12][CH2:11][S:10][CH:9]1[C:14]([O:16][CH2:17][CH3:18])=[O:15]. The catalyst is C1(C)C=CC=CC=1.CN(C=O)C. The product is [CH:7]1([CH2:6][C:9]2([C:14]([O:16][CH2:17][CH3:18])=[O:15])[S:8][CH2:13][CH2:12][CH2:11][S:10]2)[CH2:5][CH2:4]1. The yield is 0.500. (2) The reactants are [NH2:1][C:2]1[S:12][C:5]2[CH2:6][N:7]([CH2:10][CH3:11])[CH2:8][CH2:9][C:4]=2[C:3]=1[C:13]([NH2:15])=[O:14].[O-:16][C:17]#[N:18].[Na+]. The catalyst is C(O)(=O)C.O. The product is [CH2:10]([N:7]1[CH2:8][CH2:9][C:4]2[C:3]([C:13]([NH2:15])=[O:14])=[C:2]([NH:1][C:17]([NH2:18])=[O:16])[S:12][C:5]=2[CH2:6]1)[CH3:11]. The yield is 0.230. (3) The reactants are [Cl:1][C:2]1[CH:10]=[C:9]2[C:5]([CH2:6][C:7](=[O:11])[NH:8]2)=[CH:4][CH:3]=1.[NH:12]1[C:20]2[C:15](=[CH:16][CH:17]=[CH:18][CH:19]=2)[CH:14]=[C:13]1[CH:21]=O. The catalyst is N1CCCCC1.C(O)C. The product is [Cl:1][C:2]1[CH:10]=[C:9]2[C:5]([C:6](=[CH:21][C:13]3[NH:12][C:20]4[C:15]([CH:14]=3)=[CH:16][CH:17]=[CH:18][CH:19]=4)[C:7](=[O:11])[NH:8]2)=[CH:4][CH:3]=1. The yield is 0.870. (4) The reactants are [CH3:1][N:2]1[CH2:7][CH2:6][N:5]([C:8]2[CH:13]=[CH:12][C:11]([NH2:14])=[C:10]([C:15]3[S:16][CH:17]=[CH:18][C:19]=3[CH3:20])[CH:9]=2)[CH2:4][CH2:3]1.[C:21]([C:23]1[O:27][C:26]([C:28](Cl)=[O:29])=[CH:25][CH:24]=1)#[N:22].CCN(C(C)C)C(C)C. No catalyst specified. The product is [CH3:1][N:2]1[CH2:3][CH2:4][N:5]([C:8]2[CH:13]=[CH:12][C:11]([NH:14][C:28]([C:26]3[O:27][C:23]([C:21]#[N:22])=[CH:24][CH:25]=3)=[O:29])=[C:10]([C:15]3[S:16][CH:17]=[CH:18][C:19]=3[CH3:20])[CH:9]=2)[CH2:6][CH2:7]1. The yield is 0.360. (5) The reactants are Cl[CH2:2][C:3]1[CH:8]=[CH:7][CH:6]=[C:5]([S:9][CH:10]2[CH2:14][CH2:13][CH2:12][CH2:11]2)[N:4]=1.C([O:17][C:18]([CH:20]1[CH2:22][CH:21]1[C:23]1[CH:28]=[CH:27][C:26]([OH:29])=[C:25]([Cl:30])[CH:24]=1)=[O:19])C. No catalyst specified. The product is [Cl:30][C:25]1[CH:24]=[C:23]([CH:21]2[CH2:22][CH:20]2[C:18]([OH:19])=[O:17])[CH:28]=[CH:27][C:26]=1[O:29][CH2:2][C:3]1[CH:8]=[CH:7][CH:6]=[C:5]([S:9][CH:10]2[CH2:14][CH2:13][CH2:12][CH2:11]2)[N:4]=1. The yield is 0.720. (6) The reactants are [C:9]1([S:8][S:8][C:9]2[CH:14]=[CH:13][CH:12]=[CH:11][CH:10]=2)[CH:14]=[CH:13][CH:12]=[CH:11][CH:10]=1.[BH4-].[Na+]. The catalyst is CCO. The product is [C:9]1([S:8][C:9]2[CH:10]=[CH:11][CH:12]=[CH:13][CH:14]=2)[CH:14]=[CH:13][CH:12]=[CH:11][CH:10]=1. The yield is 0.990.